From a dataset of Full USPTO retrosynthesis dataset with 1.9M reactions from patents (1976-2016). Predict the reactants needed to synthesize the given product. (1) Given the product [CH3:1][N:2]1[C@@H:19]2[CH2:20][C:7]3[CH:8]=[CH:9][C:10]([O:22][CH3:23])=[C:11]4[O:12][CH:13]5[C:14]([CH:16]=[CH:17][C@:18]2([OH:21])[C@:5]5([C:6]=34)[CH2:4][CH2:3]1)=[O:15], predict the reactants needed to synthesize it. The reactants are: [CH3:1][N:2]1[C@@H:19]2[CH2:20][C:7]3[CH:8]=[CH:9][C:10]([O:22][CH3:23])=[C:11]4[O:12][C@H:13]5[C:14]([CH2:16][CH2:17][C@:18]2([OH:21])[C@:5]5([C:6]=34)[CH2:4][CH2:3]1)=[O:15].CN1[C@@H]2CC3C=CC(OC)=C4O[C@H]5C(OC)=CC=C2[C@]5(C=34)CC1.[O-]C(C(C(C(O)=O)O)O)=O.CN1[C@@H]2CC3C=CC(OC)=C4O[C@H]5C(C=C[C@@H]2[C@]5(C=34)CC1)=O.OO.C(OO)(=O)C. (2) Given the product [C:18]([OH:30])(=[O:42])[CH3:19].[NH3:1].[C:44]([OH:45])(=[O:47])[CH3:2].[NH2:1][C:2]1[N:7]=[CH:6][N:5]=[C:4]2[N:8]([CH:33]3[CH2:38][CH2:37][N:36]([CH2:40][C:41]([NH2:43])=[O:42])[CH2:35][CH2:34]3)[N:9]=[C:10]([C:11]3[CH:16]=[CH:15][C:14]([NH:17][C:18](=[O:30])[C:19]4[CH:24]=[CH:23][C:22]([C:25]([F:28])([F:26])[F:27])=[CH:21][C:20]=4[F:29])=[C:13]([O:31][CH3:32])[CH:12]=3)[C:3]=12, predict the reactants needed to synthesize it. The reactants are: [NH2:1][C:2]1[N:7]=[CH:6][N:5]=[C:4]2[N:8]([CH:33]3[CH2:38][CH2:37][NH:36][CH2:35][CH2:34]3)[N:9]=[C:10]([C:11]3[CH:16]=[CH:15][C:14]([NH:17][C:18](=[O:30])[C:19]4[CH:24]=[CH:23][C:22]([C:25]([F:28])([F:27])[F:26])=[CH:21][C:20]=4[F:29])=[C:13]([O:31][CH3:32])[CH:12]=3)[C:3]=12.Br[CH2:40][C:41]([NH2:43])=[O:42].[C:44](=[O:47])([O-])[O-:45].[Cs+].[Cs+]. (3) The reactants are: [Br:1][C:2]1[C:8]([C:9]2[C:20]([CH3:21])=[N:19][C:12]3[N:13]=[C:14]([S:17][CH3:18])[N:15]=[CH:16][C:11]=3[CH:10]=2)=[CH:7][C:5]([NH2:6])=[C:4]([F:22])[CH:3]=1.C([O-])(O)=O.[Na+].Cl[C:29]([O:31][C:32]([CH3:34])=[CH2:33])=[O:30]. Given the product [Br:1][C:2]1[C:8]([C:9]2[C:20]([CH3:21])=[N:19][C:12]3[N:13]=[C:14]([S:17][CH3:18])[N:15]=[CH:16][C:11]=3[CH:10]=2)=[CH:7][C:5]([NH:6][C:29](=[O:30])[O:31][C:32]([CH3:34])=[CH2:33])=[C:4]([F:22])[CH:3]=1, predict the reactants needed to synthesize it. (4) Given the product [Br:1][C:2]1[CH:3]=[C:4]2[C:9](=[CH:10][CH:11]=1)[C:8]([N:20]1[CH2:21][CH2:22][N:17]([S:14]([CH3:13])(=[O:16])=[O:15])[CH2:18][CH2:19]1)=[N:7][N:6]=[CH:5]2, predict the reactants needed to synthesize it. The reactants are: [Br:1][C:2]1[CH:3]=[C:4]2[C:9](=[CH:10][CH:11]=1)[C:8](Cl)=[N:7][N:6]=[CH:5]2.[CH3:13][S:14]([N:17]1[CH2:22][CH2:21][NH:20][CH2:19][CH2:18]1)(=[O:16])=[O:15]. (5) Given the product [CH3:1][O:2][C:3]1[CH:4]=[CH:5][C:6]([C:9]2[CH:10]=[N:11][C:12]3[N:13]([N:15]=[CH:16][C:17]=3[C:18]3[CH:19]=[N:20][CH:21]=[C:22]([CH:28]=3)[C:23]([NH:44][CH3:41])=[O:24])[CH:14]=2)=[CH:7][CH:8]=1, predict the reactants needed to synthesize it. The reactants are: [CH3:1][O:2][C:3]1[CH:8]=[CH:7][C:6]([C:9]2[CH:10]=[N:11][C:12]3[N:13]([N:15]=[CH:16][C:17]=3[C:18]3[CH:19]=[N:20][CH:21]=[C:22]([CH:28]=3)[C:23](OCC)=[O:24])[CH:14]=2)=[CH:5][CH:4]=1.[OH-].[Na+].Cl.C(Cl)(=O)C(Cl)=O.Cl.CN.[CH:41]([N:44](CC)C(C)C)(C)C. (6) Given the product [C:11]1([CH3:29])[CH:16]=[C:15]([CH3:17])[CH:14]=[C:13]([CH3:18])[C:12]=1[S:19]([N:22]1[CH2:27][CH2:26][CH:25]([N:1]2[CH2:6][CH2:5][CH:4]([CH2:7][CH2:8][C:9]#[N:10])[CH2:3][CH2:2]2)[CH2:24][CH2:23]1)(=[O:21])=[O:20], predict the reactants needed to synthesize it. The reactants are: [NH:1]1[CH2:6][CH2:5][CH:4]([CH2:7][CH2:8][C:9]#[N:10])[CH2:3][CH2:2]1.[C:11]1([CH3:29])[CH:16]=[C:15]([CH3:17])[CH:14]=[C:13]([CH3:18])[C:12]=1[S:19]([N:22]1[CH2:27][CH2:26][C:25](=O)[CH2:24][CH2:23]1)(=[O:21])=[O:20].CC(O)=O.[BH-](OC(C)=O)(OC(C)=O)OC(C)=O.[Na+]. (7) Given the product [Cl:1][C:2]1[CH:9]=[C:8]([N:10]2[C:14]([CH3:15])=[C:13]([O:16][CH2:19][C:20]3[CH:21]=[N:22][N:23]([C:30]([C:43]4[CH:48]=[CH:47][CH:46]=[CH:45][CH:44]=4)([C:31]4[CH:32]=[CH:33][CH:34]=[CH:35][CH:36]=4)[C:37]4[CH:42]=[CH:41][CH:40]=[CH:39][CH:38]=4)[C:24]=3[C:25]([O:27][CH2:28][CH3:29])=[O:26])[C:12]([CH3:17])=[N:11]2)[CH:7]=[CH:6][C:3]=1[C:4]#[N:5], predict the reactants needed to synthesize it. The reactants are: [Cl:1][C:2]1[CH:9]=[C:8]([N:10]2[C:14]([CH3:15])=[C:13]([OH:16])[C:12]([CH3:17])=[N:11]2)[CH:7]=[CH:6][C:3]=1[C:4]#[N:5].I[CH2:19][C:20]1[CH:21]=[N:22][N:23]([C:30]([C:43]2[CH:48]=[CH:47][CH:46]=[CH:45][CH:44]=2)([C:37]2[CH:42]=[CH:41][CH:40]=[CH:39][CH:38]=2)[C:31]2[CH:36]=[CH:35][CH:34]=[CH:33][CH:32]=2)[C:24]=1[C:25]([O:27][CH2:28][CH3:29])=[O:26]. (8) Given the product [F:24][C:25]1[CH:26]=[C:27]([CH2:33][CH2:34][C:35]([OH:37])=[O:36])[CH:28]=[C:29]([F:32])[C:30]=1[O:5][CH2:6][C:7]1[C:8]([C:16]2[CH:21]=[CH:20][C:19]([CH3:22])=[C:18]([F:23])[CH:17]=2)=[N:9][S:10][C:11]=1[C:12]([F:15])([F:14])[F:13], predict the reactants needed to synthesize it. The reactants are: CS([O:5][CH2:6][C:7]1[C:8]([C:16]2[CH:21]=[CH:20][C:19]([CH3:22])=[C:18]([F:23])[CH:17]=2)=[N:9][S:10][C:11]=1[C:12]([F:15])([F:14])[F:13])(=O)=O.[F:24][C:25]1[CH:26]=[C:27]([CH2:33][CH2:34][C:35]([O:37]CC)=[O:36])[CH:28]=[C:29]([F:32])[C:30]=1O. (9) Given the product [N:1]([CH2:12][C@@H:10]([OH:11])[CH2:9][C:8]([F:14])([F:13])[F:7])=[N+:2]=[N-:3], predict the reactants needed to synthesize it. The reactants are: [N-:1]=[N+:2]=[N-:3].[Na+].[NH4+].[Cl-].[F:7][C:8]([F:14])([F:13])[CH2:9][C@H:10]1[CH2:12][O:11]1. (10) Given the product [NH2:27][C:28]1[CH:36]=[CH:35][C:31]([C:32]([NH:1][C:2]2[N:11]3[CH2:12][CH2:13][N:14]=[C:10]3[C:9]3[CH:8]=[CH:7][C:6]([O:15][CH2:16][CH2:17][CH2:18][S:19]([N:22]([CH3:24])[CH3:23])(=[O:20])=[O:21])=[C:5]([O:25][CH3:26])[C:4]=3[N:3]=2)=[O:33])=[CH:30][N:29]=1, predict the reactants needed to synthesize it. The reactants are: [NH2:1][C:2]1[N:11]2[CH2:12][CH2:13][N:14]=[C:10]2[C:9]2[CH:8]=[CH:7][C:6]([O:15][CH2:16][CH2:17][CH2:18][S:19]([N:22]([CH3:24])[CH3:23])(=[O:21])=[O:20])=[C:5]([O:25][CH3:26])[C:4]=2[N:3]=1.[NH2:27][C:28]1[CH:36]=[CH:35][C:31]([C:32](O)=[O:33])=[CH:30][N:29]=1.